Dataset: Full USPTO retrosynthesis dataset with 1.9M reactions from patents (1976-2016). Task: Predict the reactants needed to synthesize the given product. (1) Given the product [CH3:1][C@@:2]([OH:34])([C:30]([CH3:33])([CH3:32])[CH3:31])[C@@H:3]1[C@@:8]2([O:28][CH3:29])[C@@H:9]3[O:23][C:18]4=[C:19]([O:22][C:35]([CH2:36][CH2:37][CH2:38][CH2:39][C:40]([OH:42])=[O:41])=[O:43])[CH:20]=[CH:21][C:16]5=[C:17]4[C@:10]43[CH2:11][CH2:12][N:13]([CH2:24][CH:25]3[CH2:26][CH2:27]3)[C@H:14]([CH2:15]5)[C@@:5]4([CH2:6][CH2:7]2)[CH2:4]1.[ClH:46], predict the reactants needed to synthesize it. The reactants are: [CH3:1][C@@:2]([OH:34])([C:30]([CH3:33])([CH3:32])[CH3:31])[C@@H:3]1[C@:8]2([O:28][CH3:29])[C@@H:9]3[O:23][C:18]4=[C:19]([OH:22])[CH:20]=[CH:21][C:16]5=[C:17]4[C@:10]43[CH2:11][CH2:12][N:13]([CH2:24][CH:25]3[CH2:27][CH2:26]3)[C@H:14]([CH2:15]5)[C@@:5]4([CH2:6][CH2:7]2)[CH2:4]1.[C:35](O)(=[O:43])[CH2:36][CH2:37][CH2:38][CH2:39][C:40]([OH:42])=[O:41].O.[ClH:46]. (2) Given the product [CH2:1]([O:3][C:4]([C:6]1[S:10][C:9]2=[C:11]([C:14]([C:15]3[CH:16]=[N:17][CH:18]=[CH:19][CH:20]=3)=[O:21])[N:12]=[CH:13][N:8]2[CH:7]=1)=[O:5])[CH3:2], predict the reactants needed to synthesize it. The reactants are: [CH2:1]([O:3][C:4]([C:6]1[S:10][C:9]2=[CH:11][N:12]=[CH:13][N:8]2[CH:7]=1)=[O:5])[CH3:2].[C:14](Cl)(=[O:21])[C:15]1[CH:20]=[CH:19][CH:18]=[N:17][CH:16]=1.C(=O)([O-])O.[Na+].